From a dataset of Full USPTO retrosynthesis dataset with 1.9M reactions from patents (1976-2016). Predict the reactants needed to synthesize the given product. The reactants are: [OH:1][CH2:2][CH2:3][CH:4]1[CH2:9][CH2:8][C:7](=[O:10])[CH2:6][CH2:5]1.N1C=CN=C1.[C:16]([Si:20](Cl)([CH3:22])[CH3:21])([CH3:19])([CH3:18])[CH3:17]. Given the product [C:16]([Si:20]([CH3:22])([CH3:21])[O:1][CH2:2][CH2:3][CH:4]1[CH2:9][CH2:8][C:7](=[O:10])[CH2:6][CH2:5]1)([CH3:19])([CH3:18])[CH3:17], predict the reactants needed to synthesize it.